Dataset: Forward reaction prediction with 1.9M reactions from USPTO patents (1976-2016). Task: Predict the product of the given reaction. (1) The product is: [CH3:18][O:17][C:13]1[CH:14]=[CH:15][CH:16]=[C:9]([O:8][CH3:7])[C:10]=1[CH:11]1[NH:4][C:3](=[O:19])[C:2]([CH3:6])([CH3:1])[O:5]1. Given the reactants [CH3:1][C:2]([CH3:6])([OH:5])[C:3]#[N:4].[CH3:7][O:8][C:9]1[CH:16]=[CH:15][CH:14]=[C:13]([O:17][CH3:18])[C:10]=1[CH:11]=O.[OH:19]S(O)(=O)=O.CC(OC(C)=O)=O, predict the reaction product. (2) Given the reactants [OH:1][C:2]1[C:11]2[C:6](=[N:7][CH:8]=[CH:9][CH:10]=2)[N:5]([C:12]2[CH:17]=[CH:16][CH:15]=[CH:14][CH:13]=2)[C:4](=[O:18])[CH:3]=1.[H-].[Na+].[CH:21]1([CH2:27][C:28](Cl)=[O:29])[CH2:26][CH2:25][CH2:24][CH2:23][CH2:22]1.O, predict the reaction product. The product is: [CH:21]1([CH2:27][C:28]([O:1][C:2]2[C:11]3[C:6](=[N:7][CH:8]=[CH:9][CH:10]=3)[N:5]([C:12]3[CH:13]=[CH:14][CH:15]=[CH:16][CH:17]=3)[C:4](=[O:18])[CH:3]=2)=[O:29])[CH2:26][CH2:25][CH2:24][CH2:23][CH2:22]1. (3) Given the reactants [C:1]([CH2:3][C:4]1[CH:12]=[CH:11][C:7]([C:8]([OH:10])=[O:9])=[CH:6][CH:5]=1)#[N:2].CCN(CC)CC.[SH2:20], predict the reaction product. The product is: [C:1]([CH2:3][C:4]1[CH:12]=[CH:11][C:7]([C:8]([OH:10])=[O:9])=[CH:6][CH:5]=1)(=[S:20])[NH2:2]. (4) The product is: [NH3:17].[OH:1][C:2]1[CH:11]=[CH:10][C:9]2[C:4](=[CH:5][CH:6]=[CH:7][CH:8]=2)[C:3]=1[C:12]([NH2:28])=[O:14]. Given the reactants [OH:1][C:2]1[CH:11]=[CH:10][C:9]2[C:4](=[CH:5][CH:6]=[CH:7][CH:8]=2)[C:3]=1[C:12]([OH:14])=O.Cl.C[N:17](C)CCCN=C=NCC.O[N:28]1C2C=CC=CC=2N=N1.N, predict the reaction product. (5) The product is: [Cl:8][C:6]1[N:5]=[C:4]([NH2:9])[N:3]=[C:2]([NH:15][C@H:13]([CH:10]2[CH2:12][CH2:11]2)[CH3:14])[CH:7]=1. Given the reactants Cl[C:2]1[CH:7]=[C:6]([Cl:8])[N:5]=[C:4]([NH2:9])[N:3]=1.[CH:10]1([C@@H:13]([NH2:15])[CH3:14])[CH2:12][CH2:11]1.CCN(C(C)C)C(C)C, predict the reaction product. (6) Given the reactants [C:1](/[N:3]=[C:4](\OC1C=CC=CC=1)/[N:5]1[CH2:10][CH2:9][C@H:8]([C:11]([N:13]2[CH2:18][CH2:17][N:16]([C:19]3[CH:24]=[CH:23][C:22]([C:25]#[N:26])=[CH:21][C:20]=3[CH3:27])[CH2:15][CH2:14]2)=[O:12])[C@@H:7]([C:28]([O:30][CH3:31])=[O:29])[CH2:6]1)#[N:2].C(#N)C.[NH:42]1[CH2:47][CH2:46][CH2:45][CH2:44][CH2:43]1, predict the reaction product. The product is: [C:1](/[N:3]=[C:4](\[N:42]1[CH2:47][CH2:46][CH2:45][CH2:44][CH2:43]1)/[N:5]1[CH2:10][CH2:9][C@H:8]([C:11]([N:13]2[CH2:18][CH2:17][N:16]([C:19]3[CH:24]=[CH:23][C:22]([C:25]#[N:26])=[CH:21][C:20]=3[CH3:27])[CH2:15][CH2:14]2)=[O:12])[C@@H:7]([C:28]([O:30][CH3:31])=[O:29])[CH2:6]1)#[N:2].